From a dataset of Catalyst prediction with 721,799 reactions and 888 catalyst types from USPTO. Predict which catalyst facilitates the given reaction. (1) Reactant: [F:1][C:2]([F:12])([F:11])[C:3]1[O:7][N:6]=[C:5]([C:8](O)=[O:9])[CH:4]=1.CN1CCOCC1.ClC(OCC)=O.[NH2:26][OH:27].Cl.[OH-].[K+]. Product: [NH2:6][OH:7].[OH:27][NH:26][C:8]([C:5]1[CH:4]=[C:3]([C:2]([F:12])([F:11])[F:1])[O:7][N:6]=1)=[O:9]. The catalyst class is: 798. (2) Reactant: [CH2:1]([NH:3][C:4]1[CH:9]=[C:8]([O:10][CH3:11])[CH:7]=[CH:6][C:5]=1[CH:12]1[CH2:21][CH2:20][C:19]2[CH:18]=[C:17]([OH:22])[CH:16]=[CH:15][C:14]=2[CH2:13]1)[CH3:2].[H-].[Na+].[CH3:25][C:26]([CH3:36])([CH3:35])[C:27](N1CCSC1=S)=[O:28].[Cl-].[NH4+]. Product: [CH2:1]([NH:3][C:4]1[CH:9]=[C:8]([O:10][CH3:11])[CH:7]=[CH:6][C:5]=1[CH:12]1[CH2:21][CH2:20][C:19]2[CH:18]=[C:17]([O:22][C:27](=[O:28])[C:26]([CH3:36])([CH3:35])[CH3:25])[CH:16]=[CH:15][C:14]=2[CH2:13]1)[CH3:2]. The catalyst class is: 7.